From a dataset of Full USPTO retrosynthesis dataset with 1.9M reactions from patents (1976-2016). Predict the reactants needed to synthesize the given product. (1) Given the product [CH3:12][C:13]1[CH:14]=[C:15]([NH2:21])[C:16]([NH:20][CH:2]([CH3:11])[CH2:3][CH2:4][C:5]2[CH:10]=[CH:9][CH:8]=[CH:7][CH:6]=2)=[CH:17][C:18]=1[CH3:19], predict the reactants needed to synthesize it. The reactants are: Br[CH:2]([CH3:11])[CH2:3][CH2:4][C:5]1[CH:10]=[CH:9][CH:8]=[CH:7][CH:6]=1.[CH3:12][C:13]1[C:18]([CH3:19])=[CH:17][C:16]([NH2:20])=[C:15]([NH2:21])[CH:14]=1.C(=O)(O)[O-].[Na+]. (2) Given the product [Cl:1][C:2]1[CH:7]=[CH:6][C:5]([CH2:8][C:9]([NH:11][N:12]2[N:21]=[C:20]([C:22]3[CH:23]=[N:24][CH:25]=[CH:26][CH:27]=3)[C:19]3[C:14](=[CH:15][CH:16]=[CH:17][CH:18]=3)[C:13]2=[O:29])=[O:10])=[CH:4][CH:3]=1, predict the reactants needed to synthesize it. The reactants are: [Cl:1][C:2]1[CH:7]=[CH:6][C:5]([CH2:8][C:9]([NH:11][N:12]2[N:21]=[C:20]([C:22]3[CH:23]=[N:24][C:25](Cl)=[CH:26][CH:27]=3)[C:19]3[C:14](=[CH:15][CH:16]=[CH:17][CH:18]=3)[C:13]2=[O:29])=[O:10])=[CH:4][CH:3]=1.